Predict which catalyst facilitates the given reaction. From a dataset of Catalyst prediction with 721,799 reactions and 888 catalyst types from USPTO. (1) Reactant: [CH3:1][CH:2]1[CH2:7][N:6](C(OCC2C=CC=CC=2)=O)[CH2:5][CH2:4][N:3]1[C:18]([O:20][C:21]([CH3:24])([CH3:23])[CH3:22])=[O:19]. Product: [CH3:1][CH:2]1[CH2:7][NH:6][CH2:5][CH2:4][N:3]1[C:18]([O:20][C:21]([CH3:22])([CH3:24])[CH3:23])=[O:19]. The catalyst class is: 19. (2) Product: [O:1]=[C:2]([NH:39][CH2:40][CH2:41][O:42][C@@H:43]1[O:51][C@@H:50]([CH3:52])[C@@H:48]([OH:49])[C@@H:46]([OH:47])[C@@H:44]1[OH:45])[C@@H:3]([NH:22][CH:23]([CH2:34][CH2:35][CH2:36][CH:37]=[O:38])[C:24]([OH:26])=[O:25])[CH2:4][CH2:5][C:6](=[O:21])[NH:7][CH2:8][CH2:9][O:10][C@@H:11]1[O:19][C@@H:18]([CH3:20])[C@@H:16]([OH:17])[C@@H:14]([OH:15])[C@@H:12]1[OH:13]. The catalyst class is: 563. Reactant: [O:1]=[C:2]([NH:39][CH2:40][CH2:41][O:42][C@@H:43]1[O:51][C@@H:50]([CH3:52])[C@@H:48]([OH:49])[C@@H:46]([OH:47])[C@@H:44]1[OH:45])[C@@H:3]([NH:22][CH:23]([CH2:34][CH2:35][CH2:36][CH:37]=[O:38])[C:24]([O:26]CC1C=CC=CC=1)=[O:25])[CH2:4][CH2:5][C:6](=[O:21])[NH:7][CH2:8][CH2:9][O:10][C@@H:11]1[O:19][C@@H:18]([CH3:20])[C@@H:16]([OH:17])[C@@H:14]([OH:15])[C@@H:12]1[OH:13].OCC1(OC[C@@H](O)[C@@H](O)[C@H]1O)O. (3) Reactant: [N:1]1[NH:2][N:3]=[N:4][C:5]=1[CH2:6][CH2:7][CH2:8][CH2:9][N:10]1[C:18](=[O:19])[C:17]2[C:12](=[CH:13][CH:14]=[CH:15][CH:16]=2)[C:11]1=[O:20].C(N(C(C)C)CC)(C)C.[C:30](Cl)([C:43]1[CH:48]=[CH:47][CH:46]=[CH:45][CH:44]=1)([C:37]1[CH:42]=[CH:41][CH:40]=[CH:39][CH:38]=1)[C:31]1[CH:36]=[CH:35][CH:34]=[CH:33][CH:32]=1. Product: [C:30]([N:3]1[N:2]=[N:1][C:5]([CH2:6][CH2:7][CH2:8][CH2:9][N:10]2[C:18](=[O:19])[C:17]3[C:12](=[CH:13][CH:14]=[CH:15][CH:16]=3)[C:11]2=[O:20])=[N:4]1)([C:31]1[CH:36]=[CH:35][CH:34]=[CH:33][CH:32]=1)([C:43]1[CH:44]=[CH:45][CH:46]=[CH:47][CH:48]=1)[C:37]1[CH:38]=[CH:39][CH:40]=[CH:41][CH:42]=1. The catalyst class is: 2. (4) Reactant: CS(O[CH2:6][C@H:7]1[O:12][CH2:11][CH2:10][N:9]([C:13]([O:15][C:16]([CH3:19])([CH3:18])[CH3:17])=[O:14])[CH2:8]1)(=O)=O.[CH3:20][C:21]1([CH3:33])[C:25]([CH3:27])([CH3:26])[O:24][B:23]([C:28]2[CH:29]=[N:30][NH:31][CH:32]=2)[O:22]1.C(=O)([O-])[O-].[Ce+3].C(=O)([O-])[O-].C(=O)([O-])[O-].[Ce+3]. Product: [CH3:20][C:21]1([CH3:33])[C:25]([CH3:26])([CH3:27])[O:24][B:23]([C:28]2[CH:32]=[N:31][N:30]([CH2:6][C@H:7]3[O:12][CH2:11][CH2:10][N:9]([C:13]([O:15][C:16]([CH3:17])([CH3:18])[CH3:19])=[O:14])[CH2:8]3)[CH:29]=2)[O:22]1. The catalyst class is: 10. (5) Reactant: [N+:1]([C:4]1[CH:5]=[N:6][NH:7][CH:8]=1)([O-:3])=[O:2].[F:9][C:10]1[CH:15]=[C:14]([F:16])[CH:13]=[CH:12][C:11]=1[C@@:17]1([CH2:21][N:22]2[CH:26]=[N:25][CH:24]=[N:23]2)[C@H:19]([CH3:20])[O:18]1.C(=O)([O-])[O-].[K+].[K+]. Product: [F:9][C:10]1[CH:15]=[C:14]([F:16])[CH:13]=[CH:12][C:11]=1[C@:17]([OH:18])([C@H:19]([N:6]1[CH:5]=[C:4]([N+:1]([O-:3])=[O:2])[CH:8]=[N:7]1)[CH3:20])[CH2:21][N:22]1[CH:26]=[N:25][CH:24]=[N:23]1. The catalyst class is: 9. (6) Reactant: C([Li])CCC.CCCCCC.[CH3:12][S:13][C:14]1[N:15]=[CH:16][N:17]2[CH:21]=[CH:20][S:19][C:18]=12.[CH3:22][Si:23](Cl)([CH3:25])[CH3:24].[Cl-].[NH4+]. Product: [CH3:12][S:13][C:14]1[N:15]=[CH:16][N:17]2[CH:21]=[C:20]([Si:23]([CH3:25])([CH3:24])[CH3:22])[S:19][C:18]=12. The catalyst class is: 1. (7) Reactant: [OH:1][CH2:2][C:3]1[N:4]([CH:19]([CH3:21])[CH3:20])[C:5](=[O:18])[N:6]([C:8]2[CH:13]=[CH:12][C:11]([C:14]([F:17])([F:16])[F:15])=[CH:10][CH:9]=2)[N:7]=1.[Cr](Cl)([O-])(=O)=O.[NH+]1C=CC=CC=1. Product: [CH:19]([N:4]1[C:5](=[O:18])[N:6]([C:8]2[CH:9]=[CH:10][C:11]([C:14]([F:15])([F:16])[F:17])=[CH:12][CH:13]=2)[N:7]=[C:3]1[CH:2]=[O:1])([CH3:21])[CH3:20]. The catalyst class is: 4. (8) Reactant: [C:1](=[N:14]O)([C:8]1[CH:13]=[CH:12][CH:11]=[CH:10][CH:9]=1)[C:2]1[CH:7]=[CH:6][CH:5]=[CH:4][CH:3]=1.[ClH:16]. Product: [ClH:16].[C:2]1([CH:1]([NH2:14])[C:8]2[CH:9]=[CH:10][CH:11]=[CH:12][CH:13]=2)[CH:7]=[CH:6][CH:5]=[CH:4][CH:3]=1. The catalyst class is: 50.